The task is: Predict the reactants needed to synthesize the given product.. This data is from Full USPTO retrosynthesis dataset with 1.9M reactions from patents (1976-2016). (1) Given the product [CH2:49]([O:48][C:46]([NH:30][S:27]([C:19]1[S:20][C:21]([CH2:23][CH:24]([CH3:26])[CH3:25])=[CH:22][C:18]=1[C:14]1[CH:15]=[CH:16][CH:17]=[C:12]([CH2:11][N:7]2[CH:8]=[CH:9][N:10]=[C:6]2[C:2]2[S:1][CH:5]=[CH:4][CH:3]=2)[CH:13]=1)(=[O:29])=[O:28])=[O:47])[CH2:50][CH2:51][CH3:52], predict the reactants needed to synthesize it. The reactants are: [S:1]1[CH:5]=[CH:4][CH:3]=[C:2]1[C:6]1[N:7]([CH2:11][C:12]2[CH:13]=[C:14]([C:18]3[CH:22]=[C:21]([CH2:23][CH:24]([CH3:26])[CH3:25])[S:20][C:19]=3[S:27]([NH:30]C(C)(C)C)(=[O:29])=[O:28])[CH:15]=[CH:16][CH:17]=2)[CH:8]=[CH:9][N:10]=1.B(Cl)(Cl)Cl.C([O-])([O-])=O.[Na+].[Na+].Cl[C:46]([O:48][CH2:49][CH2:50][CH2:51][CH3:52])=[O:47]. (2) Given the product [F:1][C:2]1[CH:7]=[CH:6][CH:5]=[C:4]([F:8])[C:3]=1[C:9]1[N:14]=[C:13]2[C:15]([C:18]3[CH:19]=[C:20]([N:24]4[CH2:25][CH2:26][CH:27]([NH2:30])[CH2:28][CH2:29]4)[CH:21]=[N:22][CH:23]=3)=[CH:16][NH:17][C:12]2=[CH:11][CH:10]=1, predict the reactants needed to synthesize it. The reactants are: [F:1][C:2]1[CH:7]=[CH:6][CH:5]=[C:4]([F:8])[C:3]=1[C:9]1[N:14]=[C:13]2[C:15]([C:18]3[CH:19]=[C:20]([N:24]4[CH2:29][CH2:28][CH:27]([NH:30]C(=O)OC(C)(C)C)[CH2:26][CH2:25]4)[CH:21]=[N:22][CH:23]=3)=[CH:16][NH:17][C:12]2=[CH:11][CH:10]=1.Cl.CC(O)C. (3) Given the product [F:31][CH2:30][C@@H:16]([NH:15][C:3](=[O:4])[CH:2]([Cl:1])[Cl:7])[C@@H:17]([C:19]1[CH:20]=[CH:21][C:22]([S:25]([CH2:28][F:29])(=[O:27])=[O:26])=[CH:23][CH:24]=1)[OH:18], predict the reactants needed to synthesize it. The reactants are: [Cl:1][CH:2]([Cl:7])[C:3](OC)=[O:4].C(N(CC)CC)C.[NH2:15][C@H:16]([CH2:30][F:31])[C@@H:17]([C:19]1[CH:24]=[CH:23][C:22]([S:25]([CH2:28][F:29])(=[O:27])=[O:26])=[CH:21][CH:20]=1)[OH:18]. (4) Given the product [CH3:40][C:41]1[CH:42]=[CH:43][C:44]([S:47]([OH:50])(=[O:49])=[O:48])=[CH:45][CH:46]=1.[Cl:1][C:2]1[CH:3]=[C:4]([NH:19][C:20]2[C:21]3[N:28]([CH2:29][CH2:30][NH:31][C:32](=[O:38])[CH2:33][S:34]([CH3:37])(=[O:36])=[O:35])[CH:27]=[CH:26][C:22]=3[N:23]=[CH:24][N:25]=2)[CH:5]=[CH:6][C:7]=1[O:8][C:9]1[CH:14]=[CH:13][CH:12]=[C:11]([C:15]([F:17])([F:18])[F:16])[CH:10]=1, predict the reactants needed to synthesize it. The reactants are: [Cl:1][C:2]1[CH:3]=[C:4]([NH:19][C:20]2[C:21]3[N:28]([CH2:29][CH2:30][NH:31][C:32](=[O:38])[CH2:33][S:34]([CH3:37])(=[O:36])=[O:35])[CH:27]=[CH:26][C:22]=3[N:23]=[CH:24][N:25]=2)[CH:5]=[CH:6][C:7]=1[O:8][C:9]1[CH:14]=[CH:13][CH:12]=[C:11]([C:15]([F:18])([F:17])[F:16])[CH:10]=1.O.[CH3:40][C:41]1[CH:46]=[CH:45][C:44]([S:47]([OH:50])(=[O:49])=[O:48])=[CH:43][CH:42]=1. (5) The reactants are: C([O:3][C:4](=O)[CH2:5][CH:6]1[S:10][C:9]([C:11]2[NH:12][C:13]3[C:18]([CH:19]=2)=[CH:17][C:16]([O:20][C:21]2[CH:22]=[N:23][C:24]([CH2:27][O:28][CH2:29][CH2:30][O:31][CH3:32])=[CH:25][CH:26]=2)=[CH:15][C:14]=3[O:33][CH:34]2[CH2:39][CH2:38][O:37][CH2:36][CH2:35]2)=[N:8][CH2:7]1)C.[BH4-].[Li+].O. Given the product [CH3:32][O:31][CH2:30][CH2:29][O:28][CH2:27][C:24]1[N:23]=[CH:22][C:21]([O:20][C:16]2[CH:17]=[C:18]3[C:13](=[C:14]([O:33][CH:34]4[CH2:35][CH2:36][O:37][CH2:38][CH2:39]4)[CH:15]=2)[NH:12][C:11]([C:9]2[S:10][CH:6]([CH2:5][CH2:4][OH:3])[CH2:7][N:8]=2)=[CH:19]3)=[CH:26][CH:25]=1, predict the reactants needed to synthesize it.